This data is from Experimentally validated miRNA-target interactions with 360,000+ pairs, plus equal number of negative samples. The task is: Binary Classification. Given a miRNA mature sequence and a target amino acid sequence, predict their likelihood of interaction. The protein sequence of the target gene is MATPDAGLPGAEGVEPAPWAQLEAPARLLLQALQAGPEGARRGLGVLRALGSRGWEPFDWGRLLEALCREEPVVQGPDGRLELKPLLLRLPRICQRNLMSLLMAVRPSLPESGLLSVLQIAQQDLAPDPDAWLRALGELLRRDLGVGTSMEGASPLSERCQRQLQSLCRGLGLGGRRLKSPQAPDPEEEENRDSQQPGKRRKDSEEEAASPEGKRVPKRLRCWEEEEDHEKERPEHKSLESLADGGSASPIKDQPVMAVKTGEDGSNLDDAKGLAESLELPKAIQDQLPRLQQLLKTLEE.... The miRNA is hsa-miR-6718-5p with sequence UAGUGGUCAGAGGGCUUAUGA. Result: 0 (no interaction).